From a dataset of Forward reaction prediction with 1.9M reactions from USPTO patents (1976-2016). Predict the product of the given reaction. (1) Given the reactants [C:1]([O:5][C:6]([N:8]1[CH2:13][CH2:12][CH:11]([O:14][C:15]2[CH:24]=[C:23]([F:25])[CH:22]=[CH:21][C:16]=2[C:17]([O:19]C)=[O:18])[CH2:10][CH2:9]1)=[O:7])([CH3:4])([CH3:3])[CH3:2].[Li+].[OH-].CO.C1COCC1, predict the reaction product. The product is: [C:1]([O:5][C:6]([N:8]1[CH2:13][CH2:12][CH:11]([O:14][C:15]2[CH:24]=[C:23]([F:25])[CH:22]=[CH:21][C:16]=2[C:17]([OH:19])=[O:18])[CH2:10][CH2:9]1)=[O:7])([CH3:4])([CH3:2])[CH3:3]. (2) Given the reactants [N+:1]([C:4]1[CH:9]=[CH:8][C:7]([CH:10]2[O:16][CH2:15][C:14]3[CH:17]=[C:18]([CH2:21][OH:22])[CH:19]=[CH:20][C:13]=3[CH2:12][O:11]2)=[CH:6][CH:5]=1)([O-:3])=[O:2].C(N(C(C)C)CC)(C)C.[S:32](Cl)([CH3:35])(=[O:34])=[O:33].C(=O)(O)[O-].[Na+], predict the reaction product. The product is: [N+:1]([C:4]1[CH:5]=[CH:6][C:7]([CH:10]2[O:16][CH2:15][C:14]3[CH:17]=[C:18]([CH2:21][O:22][S:32]([CH3:35])(=[O:34])=[O:33])[CH:19]=[CH:20][C:13]=3[CH2:12][O:11]2)=[CH:8][CH:9]=1)([O-:3])=[O:2]. (3) Given the reactants [CH3:1][O:2][C:3]1[CH:11]=[CH:10][C:9]2[C:5](=[CH:6][N:7]([CH3:12])[N:8]=2)[CH:4]=1.[Br:13]N1C(=O)CCC1=O, predict the reaction product. The product is: [Br:13][C:6]1[N:7]([CH3:12])[N:8]=[C:9]2[C:5]=1[CH:4]=[C:3]([O:2][CH3:1])[CH:11]=[CH:10]2. (4) Given the reactants [CH:1]([C:4]1[CH:5]=[C:6]([C@@H:10]([NH:12][C:13]([C:15]2[CH:16]=[C:17]3[C:21](=[CH:22][CH:23]=2)[N:20]([CH2:24][C:25]2[CH:30]=[CH:29][C:28]([C:31]4[C:32]([C:37](O)=[O:38])=[CH:33][CH:34]=[CH:35][CH:36]=4)=[CH:27][CH:26]=2)[C:19]([CH3:40])=[C:18]3[CH3:41])=[O:14])[CH3:11])[CH:7]=[CH:8][CH:9]=1)([CH3:3])[CH3:2].Cl.[NH2:43][NH2:44].CN(C(ON1N=NC2C=CC=NC1=2)=[N+](C)C)C.F[P-](F)(F)(F)(F)F.CCN(C(C)C)C(C)C, predict the reaction product. The product is: [NH:43]([C:37]([C:32]1[CH:33]=[CH:34][CH:35]=[CH:36][C:31]=1[C:28]1[CH:27]=[CH:26][C:25]([CH2:24][N:20]2[C:21]3[C:17](=[CH:16][C:15]([C:13]([NH:12][C@H:10]([C:6]4[CH:7]=[CH:8][CH:9]=[C:4]([CH:1]([CH3:2])[CH3:3])[CH:5]=4)[CH3:11])=[O:14])=[CH:23][CH:22]=3)[C:18]([CH3:41])=[C:19]2[CH3:40])=[CH:30][CH:29]=1)=[O:38])[NH2:44]. (5) The product is: [CH2:15]([O:14][C:12]([C:5]1[C:6]([C:8]([F:11])([F:10])[F:9])=[N:7][C:2]([C:23]2[CH:22]=[CH:21][C:20]([O:19][C:18]([F:17])([F:29])[F:30])=[CH:25][CH:24]=2)=[N:3][CH:4]=1)=[O:13])[CH3:16]. Given the reactants Cl[C:2]1[N:7]=[C:6]([C:8]([F:11])([F:10])[F:9])[C:5]([C:12]([O:14][CH2:15][CH3:16])=[O:13])=[CH:4][N:3]=1.[F:17][C:18]([F:30])([F:29])[O:19][C:20]1[CH:25]=[CH:24][C:23](B(O)O)=[CH:22][CH:21]=1.[O-]P([O-])([O-])=O.[K+].[K+].[K+], predict the reaction product. (6) Given the reactants [NH2:1][C:2]1[CH:7]=[CH:6][CH:5]=[CH:4][C:3]=1[OH:8].C(N(CC)CC)C.O1CCCC1.[I:21][C:22]1[CH:30]=[CH:29][C:25]([C:26](Cl)=[O:27])=[CH:24][CH:23]=1, predict the reaction product. The product is: [I:21][C:22]1[CH:30]=[CH:29][C:25]([C:26]([NH:1][C:2]2[CH:7]=[CH:6][CH:5]=[CH:4][C:3]=2[OH:8])=[O:27])=[CH:24][CH:23]=1. (7) Given the reactants [CH3:1][C:2]1[C:6]([C:7]2[CH:12]=[C:11]([N+:13]([O-])=O)[CH:10]=[CH:9][C:8]=2[O:16][CH3:17])=[C:5]([CH3:18])[O:4][N:3]=1.O.CC1C=C2N=C3C(=NC(NC3=O)=O)N(C[C@H](O)[C@H](O)[C@H](O)CO)C2=CC=1C, predict the reaction product. The product is: [CH3:1][C:2]1[C:6]([C:7]2[CH:12]=[C:11]([CH:10]=[CH:9][C:8]=2[O:16][CH3:17])[NH2:13])=[C:5]([CH3:18])[O:4][N:3]=1.[CH3:1][C:2]1[C:6]([C:7]2[CH:12]=[C:11]([NH2:13])[CH:10]=[CH:9][C:8]=2[O:16][CH3:17])=[C:5]([CH3:18])[O:4][N:3]=1.